Dataset: Forward reaction prediction with 1.9M reactions from USPTO patents (1976-2016). Task: Predict the product of the given reaction. (1) Given the reactants [Na].[N+:2]([NH:5][C:6]([NH2:8])=[NH:7])([O-:4])=[O:3].CC[O:11][C:12]([CH:14]1[C:19](=O)[CH2:18][CH2:17][CH2:16][CH2:15]1)=O, predict the reaction product. The product is: [N+:2]([NH:5][C:6]1[NH:8][C:12](=[O:11])[C:14]2[CH2:19][CH2:18][CH2:17][CH2:16][C:15]=2[N:7]=1)([O-:4])=[O:3]. (2) Given the reactants Cl[C:2]1[CH:7]=[C:6]([C:8]2[S:9][CH:10]=[C:11]([C:13]3[C:18](=[O:19])[NH:17][C:16]([CH3:20])=[C:15]([C:21]([O:23][CH2:24][CH3:25])=[O:22])[CH:14]=3)[N:12]=2)[CH:5]=[CH:4][N:3]=1.[NH:26]1[CH2:31][CH2:30][CH2:29][CH2:28][CH2:27]1, predict the reaction product. The product is: [CH3:20][C:16]1[NH:17][C:18](=[O:19])[C:13]([C:11]2[N:12]=[C:8]([C:6]3[CH:5]=[CH:4][N:3]=[C:2]([N:26]4[CH2:31][CH2:30][CH2:29][CH2:28][CH2:27]4)[CH:7]=3)[S:9][CH:10]=2)=[CH:14][C:15]=1[C:21]([O:23][CH2:24][CH3:25])=[O:22].